This data is from Full USPTO retrosynthesis dataset with 1.9M reactions from patents (1976-2016). The task is: Predict the reactants needed to synthesize the given product. The reactants are: [C:1]([C:3]1[CH:4]=[C:5]([C:13]2[S:17][C:16]([N:18]3[CH:33]=[C:21]4[CH2:22][N:23](C(OC(C)(C)C)=O)[CH2:24][CH2:25][C:20]4=[N:19]3)=[N:15][N:14]=2)[CH:6]=[CH:7][C:8]=1[O:9][CH:10]([CH3:12])[CH3:11])#[N:2].[F:34][C:35]([F:40])([F:39])[C:36]([OH:38])=[O:37]. Given the product [F:34][C:35]([F:40])([F:39])[C:36]([OH:38])=[O:37].[CH3:12][CH:10]([O:9][C:8]1[CH:7]=[CH:6][C:5]([C:13]2[S:17][C:16]([N:18]3[CH:33]=[C:21]4[CH2:22][NH:23][CH2:24][CH2:25][C:20]4=[N:19]3)=[N:15][N:14]=2)=[CH:4][C:3]=1[C:1]#[N:2])[CH3:11], predict the reactants needed to synthesize it.